This data is from Forward reaction prediction with 1.9M reactions from USPTO patents (1976-2016). The task is: Predict the product of the given reaction. (1) Given the reactants [O-:1]Cl=O.[Na+].[CH3:5][C:6]1[N:7]([CH2:14][CH:15]=[O:16])[C:8]([N+:11]([O-:13])=[O:12])=[CH:9][N:10]=1.CC(=CC)C.Cl, predict the reaction product. The product is: [CH3:5][C:6]1[N:7]([CH2:14][C:15]([OH:1])=[O:16])[C:8]([N+:11]([O-:13])=[O:12])=[CH:9][N:10]=1. (2) Given the reactants Br[CH2:2]C(Br)=O.ClC1C=C([C:13]2[CH:14]=[C:15]([CH:17]=[C:18]([C:20]([F:23])([F:22])[F:21])[CH:19]=2)[NH2:16])C=CC=1.C([N:26]([CH2:29][CH3:30])[CH2:27][CH3:28])C, predict the reaction product. The product is: [N:26]1([C:19]2[CH:13]=[CH:14][C:15]([NH2:16])=[CH:17][C:18]=2[C:20]([F:21])([F:22])[F:23])[CH2:27][CH2:28][CH2:2][CH2:30][CH2:29]1. (3) Given the reactants Br[C:2]1[C:3]([NH2:14])=[CH:4][C:5]([N:8]2[CH2:13][CH2:12][O:11][CH2:10][CH2:9]2)=[N:6][CH:7]=1.[C:15]([C:17]1[CH:22]=[CH:21][C:20](B(O)O)=[CH:19][C:18]=1[O:26][CH3:27])#[N:16].C(=O)([O-])[O-].[Na+].[Na+], predict the reaction product. The product is: [NH2:14][C:3]1[CH:4]=[C:5]([N:8]2[CH2:13][CH2:12][O:11][CH2:10][CH2:9]2)[N:6]=[CH:7][C:2]=1[C:20]1[CH:21]=[CH:22][C:17]([C:15]#[N:16])=[C:18]([O:26][CH3:27])[CH:19]=1. (4) Given the reactants [Cl:1][C:2]1[CH:7]=[CH:6][C:5]([C:8]2[CH:9]=[CH:10][C:11]([CH2:27][CH3:28])=[C:12]([C:14]3[C:15](=[O:26])[N:16]([CH3:25])[N:17]=[C:18]([CH3:24])[C:19]=3S(C)(=O)=O)[CH:13]=2)=[CH:4][CH:3]=1.CN1CCCC1=[O:35].[OH-].[Na+], predict the reaction product. The product is: [Cl:1][C:2]1[CH:7]=[CH:6][C:5]([C:8]2[CH:9]=[CH:10][C:11]([CH2:27][CH3:28])=[C:12]([C:14]3[C:15](=[O:26])[N:16]([CH3:25])[N:17]=[C:18]([CH3:24])[C:19]=3[OH:35])[CH:13]=2)=[CH:4][CH:3]=1.